Dataset: Tox21: 12 toxicity assays (nuclear receptors and stress response pathways). Task: Binary classification across 12 toxicity assays. (1) The molecule is Cn1cnc([N+](=O)[O-])c1Sc1ncnc2nc[nH]c12. It tested positive (active) for: NR-AhR (Aryl hydrocarbon Receptor agonist activity), SR-ARE (Antioxidant Response Element (oxidative stress)), and SR-p53 (p53 tumor suppressor activation). (2) The compound is COc1cc2c(cc1OC)[C@@]13CCN4CC5=CCO[C@H]6CC(=O)N2[C@H]1[C@H]6[C@H]5C[C@H]43. It tested positive (active) for: NR-AR (Androgen Receptor agonist activity). (3) The molecule is C=CC(=O)OCCOCC(CC)(COCCOC(=O)C=C)COCCOC(=O)C=C. It tested positive (active) for: NR-AR-LBD (Androgen Receptor Ligand Binding Domain agonist), NR-PPAR-gamma (PPAR-gamma nuclear receptor agonist), SR-ARE (Antioxidant Response Element (oxidative stress)), and SR-ATAD5 (ATAD5 genotoxicity (DNA damage)). (4) The drug is Cc1cc2c3c(c1)C(c1ccccc1)=N[C@@H](NC(=O)c1ccncc1)C(=O)N3CC2. It tested positive (active) for: NR-PPAR-gamma (PPAR-gamma nuclear receptor agonist). (5) The drug is CC[C@H](C)[C@H]1O[C@]2(C=C[C@@H]1C)C[C@@H]1C[C@@H](CC=C(C)[C@@H](O[C@H]3C[C@H](OC)[C@@H](O[C@H]4C[C@H](OC)[C@@H]([NH2+]C)[C@H](C)O4)[C@H](C)O3)[C@@H](C)C=CC=C3CO[C@@H]4[C@H](O)C(C)=C[C@@H](C(=O)O1)[C@]34O)O2.O=C([O-])c1ccccc1. It tested positive (active) for: SR-MMP (Mitochondrial Membrane Potential disruption). (6) The drug is O=C1OC[C@H](Cc2cccc(O)c2)[C@H]1Cc1cccc(O)c1. It tested positive (active) for: NR-ER (Estrogen Receptor agonist activity), and SR-MMP (Mitochondrial Membrane Potential disruption). (7) The drug is OC(Cn1cncn1)(c1ccc(F)cc1)c1ccccc1F. It tested positive (active) for: NR-Aromatase (Aromatase enzyme inhibition).